This data is from Reaction yield outcomes from USPTO patents with 853,638 reactions. The task is: Predict the reaction yield, written as a fraction of the theoretical maximum amount of product (1.0 means a 100% yield; for example, 0.34 means a 34% yield). (1) The reactants are C[O:2][C:3](=[O:29])[C:4]1[CH:9]=[CH:8][C:7]([CH2:10][N:11]2[C:23]3[CH:22]=[CH:21][C:20]([C:24]4[NH:28][N:27]=[N:26][N:25]=4)=[CH:19][C:18]=3[C:17]3[C:12]2=[CH:13][CH:14]=[CH:15][CH:16]=3)=[CH:6][CH:5]=1.[OH-].[Na+]. The catalyst is O.CC(O)C. The product is [C:3]([C:4]1[CH:5]=[CH:6][C:7]([CH2:10][N:11]2[C:23]3[CH:22]=[CH:21][C:20]([C:24]4[N:25]=[N:26][NH:27][N:28]=4)=[CH:19][C:18]=3[C:17]3[C:12]2=[CH:13][CH:14]=[CH:15][CH:16]=3)=[CH:8][CH:9]=1)([OH:29])=[O:2]. The yield is 0.900. (2) The catalyst is CC#N. The reactants are [C:1]([O:5][C:6](=[O:15])[NH:7][C:8]1[CH:13]=[CH:12][CH:11]=[CH:10][C:9]=1[NH2:14])([CH3:4])([CH3:3])[CH3:2].C(N(CC)CC)C.[Cl:23][C:24]1[CH:32]=[CH:31][C:27]([C:28](O)=[O:29])=[CH:26][N:25]=1. The yield is 0.920. The product is [Cl:23][C:24]1[CH:32]=[CH:31][C:27]([C:28]([NH:14][C:9]2[CH:10]=[CH:11][CH:12]=[CH:13][C:8]=2[NH:7][C:6](=[O:15])[O:5][C:1]([CH3:4])([CH3:2])[CH3:3])=[O:29])=[CH:26][N:25]=1. (3) The reactants are [CH3:1][N:2]1[CH2:7][CH2:6][C:5](=O)[CH2:4][CH2:3]1.[CH3:9][C:10]1[CH:17]=[CH:16][C:13]([CH2:14][NH2:15])=[CH:12][CH:11]=1.C(O)(=O)C.[BH3-]C#N.[Na+]. The product is [CH3:9][C:10]1[CH:17]=[CH:16][C:13]([CH2:14][NH:15][CH:5]2[CH2:6][CH2:7][N:2]([CH3:1])[CH2:3][CH2:4]2)=[CH:12][CH:11]=1. The catalyst is CO. The yield is 0.930. (4) The reactants are [F:1][C:2]1[CH:3]=[C:4]([NH:9][C:10]([C:12]2[CH:13]=[C:14]([S:19](Cl)(=[O:21])=[O:20])[CH:15]=[CH:16][C:17]=2[F:18])=[O:11])[CH:5]=[CH:6][C:7]=1[F:8].CCN(CC)CC.[NH2:30][C:31]1([CH3:35])[CH2:34][O:33][CH2:32]1. No catalyst specified. The product is [F:1][C:2]1[CH:3]=[C:4]([NH:9][C:10](=[O:11])[C:12]2[CH:13]=[C:14]([S:19](=[O:21])(=[O:20])[NH:30][C:31]3([CH3:35])[CH2:34][O:33][CH2:32]3)[CH:15]=[CH:16][C:17]=2[F:18])[CH:5]=[CH:6][C:7]=1[F:8]. The yield is 0.730. (5) The reactants are [Br:1][C:2]1[C:11]([CH:12]([CH2:17][N:18]2[CH2:23][CH2:22][CH:21]([N:24]([CH2:32][C:33]3[N:38]=[CH:37][C:36]4[O:39][CH2:40][CH2:41][O:42][C:35]=4[CH:34]=3)[C:25]([O:27][C:28]([CH3:31])([CH3:30])[CH3:29])=[O:26])[CH2:20][CH2:19]2)[C:13](OC)=[O:14])=[C:10]2[C:5]([CH:6]=[CH:7][C:8]([O:43][CH3:44])=[N:9]2)=[CH:4][CH:3]=1.[H-].[Al+3].[Li+].[H-].[H-].[H-]. The catalyst is O1CCCC1. The product is [Br:1][C:2]1[C:11]([CH:12]([CH2:13][OH:14])[CH2:17][N:18]2[CH2:23][CH2:22][CH:21]([N:24]([CH2:32][C:33]3[N:38]=[CH:37][C:36]4[O:39][CH2:40][CH2:41][O:42][C:35]=4[CH:34]=3)[C:25](=[O:26])[O:27][C:28]([CH3:31])([CH3:30])[CH3:29])[CH2:20][CH2:19]2)=[C:10]2[C:5]([CH:6]=[CH:7][C:8]([O:43][CH3:44])=[N:9]2)=[CH:4][CH:3]=1. The yield is 0.510. (6) The reactants are [CH3:1][O:2][C:3]([C:5]1[CH:6]=[C:7]2[CH:13]=[C:12]([C:14](=[O:21])[CH2:15][CH:16]3[CH2:20][CH2:19][CH2:18][CH2:17]3)[N:11]([S:22]([C:25]3[CH:30]=[CH:29][CH:28]=[CH:27][CH:26]=3)(=[O:24])=[O:23])[C:8]2=[N:9][CH:10]=1)=[O:4].C[Si]([N-][Si](C)(C)C)(C)C.[Li+].[C:41]1([CH3:61])[CH:46]=[CH:45][C:44]([S:47](O[S:47]([C:44]2[CH:45]=[CH:46][C:41]([CH3:61])=[CH:42][CH:43]=2)(=[O:49])=[O:48])(=[O:49])=[O:48])=[CH:43][CH:42]=1. The catalyst is O1CCCC1. The product is [CH3:1][O:2][C:3]([C:5]1[CH:6]=[C:7]2[CH:13]=[C:12]([C:14]([O:21][S:47]([C:44]3[CH:45]=[CH:46][C:41]([CH3:61])=[CH:42][CH:43]=3)(=[O:49])=[O:48])=[CH:15][CH:16]3[CH2:20][CH2:19][CH2:18][CH2:17]3)[N:11]([S:22]([C:25]3[CH:26]=[CH:27][CH:28]=[CH:29][CH:30]=3)(=[O:23])=[O:24])[C:8]2=[N:9][CH:10]=1)=[O:4]. The yield is 0.940. (7) The reactants are [CH3:1][O:2][C:3]([NH:5][CH:6]([C:10]([CH3:13])([CH3:12])[CH3:11])[C:7]([OH:9])=O)=[O:4].C1C=CC2N(O)N=NC=2C=1.Cl.Cl.Cl.[CH3:27][O:28][C:29](=[O:77])[NH:30][CH:31]([C:35]([N:37]1[CH:43]([C:44]2[NH:45][C:46]([C:49]3[CH:54]=[CH:53][C:52]([C:55]4[CH:64]=[CH:63][C:62]5[C:57](=[CH:58][CH:59]=[C:60]([C:65]6[NH:66][C:67]([CH:70]7[CH2:74][CH:73]([C:75]#[N:76])[CH2:72][NH:71]7)=[N:68][CH:69]=6)[CH:61]=5)[CH:56]=4)=[CH:51][CH:50]=3)=[CH:47][N:48]=2)[CH2:42][C:39]2([CH2:41][CH2:40]2)[CH2:38]1)=[O:36])[CH:32]([CH3:34])[CH3:33].CN1CCOCC1. The catalyst is CN(C=O)C.CCOC(C)=O. The product is [CH3:1][O:2][C:3](=[O:4])[NH:5][CH:6]([C:7]([N:71]1[CH2:72][CH:73]([C:75]#[N:76])[CH2:74][CH:70]1[C:67]1[NH:66][C:65]([C:60]2[CH:59]=[CH:58][C:57]3[C:62](=[CH:63][CH:64]=[C:55]([C:52]4[CH:51]=[CH:50][C:49]([C:46]5[NH:45][C:44]([CH:43]6[CH2:42][C:39]7([CH2:41][CH2:40]7)[CH2:38][N:37]6[C:35](=[O:36])[CH:31]([NH:30][C:29]([O:28][CH3:27])=[O:77])[CH:32]([CH3:34])[CH3:33])=[N:48][CH:47]=5)=[CH:54][CH:53]=4)[CH:56]=3)[CH:61]=2)=[CH:69][N:68]=1)=[O:9])[C:10]([CH3:13])([CH3:12])[CH3:11]. The yield is 0.480. (8) The reactants are C(OC([N:8]1[CH2:13][CH2:12][N:11]([C:14]2[C:15]3[C:37]([CH:38]4[CH2:40][CH2:39]4)=[CH:36][N:35]=[CH:34][C:16]=3[N:17]=[C:18]([C:20]3[CH:25]=[CH:24][N:23]=[C:22]([NH:26][C:27]4[O:28][C:29]([CH3:33])=[C:30]([CH3:32])[N:31]=4)[CH:21]=3)[N:19]=2)[CH2:10][CH2:9]1)=O)(C)(C)C.CO. The yield is 0.440. The product is [CH:38]1([C:37]2[C:15]3[C:14]([N:11]4[CH2:10][CH2:9][NH:8][CH2:13][CH2:12]4)=[N:19][C:18]([C:20]4[CH:25]=[CH:24][N:23]=[C:22]([NH:26][C:27]5[O:28][C:29]([CH3:33])=[C:30]([CH3:32])[N:31]=5)[CH:21]=4)=[N:17][C:16]=3[CH:34]=[N:35][CH:36]=2)[CH2:40][CH2:39]1. The catalyst is Cl.O1CCOCC1. (9) The reactants are [CH2:1]([O:8][C:9]1[C:10](=[O:18])[CH:11]=[C:12]([C:15]([OH:17])=[O:16])O[CH:14]=1)[C:2]1[CH:7]=[CH:6][CH:5]=[CH:4][CH:3]=1.[OH-].[Na+].Cl.[F:22][C:23]([F:27])([F:26])[CH2:24][NH2:25]. No catalyst specified. The product is [CH2:1]([O:8][C:9]1[C:10](=[O:18])[CH:11]=[C:12]([C:15]([OH:17])=[O:16])[N:25]([CH2:24][C:23]([F:27])([F:26])[F:22])[CH:14]=1)[C:2]1[CH:3]=[CH:4][CH:5]=[CH:6][CH:7]=1. The yield is 0.430.